This data is from Full USPTO retrosynthesis dataset with 1.9M reactions from patents (1976-2016). The task is: Predict the reactants needed to synthesize the given product. (1) Given the product [F:8][C:7]1[CH:6]=[CH:5][CH:4]=[C:3]([OH:9])[C:2]=1[NH:1][C:11](=[O:12])[O:13][CH3:14], predict the reactants needed to synthesize it. The reactants are: [NH2:1][C:2]1[C:7]([F:8])=[CH:6][CH:5]=[CH:4][C:3]=1[OH:9].Cl[C:11]([O:13][CH3:14])=[O:12].Cl. (2) The reactants are: [CH2:1]([C:3]1[CH:8]=[CH:7][C:6]([CH2:9][C:10]2[C:11](=[O:19])[NH:12][NH:13][C:14]=2[C:15]([F:18])([F:17])[F:16])=[CH:5][CH:4]=1)[CH3:2].[CH2:20]([C:22]1[CH:27]=[CH:26][C:25]([CH2:28][C:29]2[C:30]([O:38][C@@H:39]3[O:56][C@H:55]([CH2:57][O:58][C:59](=[O:61])[CH3:60])[C@@H:50]([O:51][C:52](=[O:54])[CH3:53])[C@H:45]([O:46][C:47](=[O:49])[CH3:48])[C@H:40]3[O:41][C:42](=[O:44])[CH3:43])=[N:31][NH:32][C:33]=2[C:34]([F:37])([F:36])[F:35])=[CH:24][CH:23]=1)[CH3:21]. Given the product [CH2:20]([C:22]1[CH:27]=[CH:26][C:25]([CH2:28][C:29]2[C:30]([O:38][C@@H:39]3[O:56][C@H:55]([CH2:57][O:58][C:59](=[O:61])[CH3:60])[C@@H:50]([O:51][C:52](=[O:54])[CH3:53])[C@H:45]([O:46][C:47](=[O:49])[CH3:48])[C@H:40]3[O:41][C:42](=[O:44])[CH3:43])=[N:31][NH:32][C:33]=2[C:34]([F:37])([F:36])[F:35])=[CH:24][CH:23]=1)[CH3:21].[CH2:1]([C:3]1[CH:8]=[CH:7][C:6]([CH2:9][C:10]2[C:11]([O:19][C@@H:39]3[O:56][C@H:55]([CH2:57][OH:58])[C@@H:50]([OH:51])[C@H:45]([OH:46])[C@H:40]3[OH:41])=[N:12][NH:13][C:14]=2[C:15]([F:17])([F:18])[F:16])=[CH:5][CH:4]=1)[CH3:2], predict the reactants needed to synthesize it.